This data is from Reaction yield outcomes from USPTO patents with 853,638 reactions. The task is: Predict the reaction yield, written as a fraction of the theoretical maximum amount of product (1.0 means a 100% yield; for example, 0.34 means a 34% yield). (1) The reactants are [F:1][C:2]1[CH:3]=[CH:4][CH:5]=[C:6]2[C:11]=1[N:10]=[CH:9][CH:8]=[CH:7]2.[Cl:12][S:13](O)(=[O:15])=[O:14]. No catalyst specified. The product is [F:1][C:2]1[C:11]2[N:10]=[CH:9][CH:8]=[CH:7][C:6]=2[C:5]([S:13]([Cl:12])(=[O:15])=[O:14])=[CH:4][CH:3]=1. The yield is 0.700. (2) The reactants are [CH2:1]1[CH2:14][O:13][C:8]23[O:9][CH2:10][CH2:11][O:12][C:3]2([C@:4]2([CH2:27][CH2:26][C@H:25]4[C@@H:15]([C:16](=O)[CH2:17][CH:18]5[C@:23]4([CH3:24])[CH2:22][CH2:21][CH2:20][CH2:19]5)[C@@H:6]2[CH2:7]3)[CH3:5])[O:2]1.C1COC23OCCOC2([C@]2(CC[C@H]4[C@@H](C/C(=[N:56]\[OH:57])/C5[C@]4(C)CCCC5)[C@@H]2C3)C)O1. No catalyst specified. The product is [CH2:1]1[CH2:14][O:13][C:8]23[O:9][CH2:10][CH2:11][O:12][C:3]2([C@:4]2([CH2:27][CH2:26][C@H:25]4[C@@H:15](/[C:16](=[N:56]/[OH:57])/[CH2:17][CH:18]5[C@:23]4([CH3:24])[CH2:22][CH2:21][CH2:20][CH2:19]5)[C@@H:6]2[CH2:7]3)[CH3:5])[O:2]1. The yield is 0.950. (3) The reactants are [OH:1][C:2]1[C:9]([O:10][CH3:11])=[CH:8][C:5]([CH:6]=[O:7])=[CH:4][C:3]=1[O:12][CH3:13].C([O-])([O-])=O.[Cs+].[Cs+].Br[CH2:21][CH3:22].O. The catalyst is CN(C=O)C. The product is [CH2:21]([O:1][C:2]1[C:3]([O:12][CH3:13])=[CH:4][C:5]([CH:6]=[O:7])=[CH:8][C:9]=1[O:10][CH3:11])[CH3:22]. The yield is 0.780. (4) The reactants are [CH3:1][C@@H:2]1[NH:7][C@H:6]([CH3:8])[CH2:5][N:4]([C:9]([O:11][C:12]([CH3:15])([CH3:14])[CH3:13])=[O:10])[CH2:3]1.Br[CH2:17][CH2:18][CH2:19][OH:20].C([O-])([O-])=O.[K+].[K+].O. The catalyst is CN(C=O)C. The product is [OH:20][CH2:19][CH2:18][CH2:17][N:7]1[C@@H:2]([CH3:1])[CH2:3][N:4]([C:9]([O:11][C:12]([CH3:13])([CH3:15])[CH3:14])=[O:10])[CH2:5][C@H:6]1[CH3:8]. The yield is 0.500. (5) The reactants are [Cl-].O[NH3+:3].[C:4](=[O:7])([O-])[OH:5].[Na+].CS(C)=O.[F:13][C:14]1[CH:15]=[C:16]([N:22]2[C:27](=[O:28])[C:26]([CH2:29][C:30]3[CH:35]=[CH:34][C:33]([C:36]4[C:37]([C:42]#[N:43])=[CH:38][CH:39]=[CH:40][CH:41]=4)=[CH:32][CH:31]=3)=[C:25]([CH2:44][CH2:45][CH3:46])[N:24]3[N:47]=[CH:48][N:49]=[C:23]23)[CH:17]=[CH:18][C:19]=1[O:20][CH3:21]. The catalyst is C(OCC)(=O)C. The product is [F:13][C:14]1[CH:15]=[C:16]([N:22]2[C:27](=[O:28])[C:26]([CH2:29][C:30]3[CH:31]=[CH:32][C:33]([C:36]4[CH:41]=[CH:40][CH:39]=[CH:38][C:37]=4[C:42]4[NH:3][C:4](=[O:7])[O:5][N:43]=4)=[CH:34][CH:35]=3)=[C:25]([CH2:44][CH2:45][CH3:46])[N:24]3[N:47]=[CH:48][N:49]=[C:23]23)[CH:17]=[CH:18][C:19]=1[O:20][CH3:21]. The yield is 0.600. (6) The reactants are [N+:1]([C:4]1[CH:9]=[CH:8][C:7]([CH2:10][CH2:11][C:12](Cl)=[O:13])=[CH:6][CH:5]=1)([O-:3])=[O:2].[CH3:15][O:16][C:17]1[CH:22]=[CH:21][CH:20]=[CH:19][CH:18]=1. The catalyst is [Al+3].[Cl-].[Cl-].[Cl-]. The product is [CH3:15][O:16][C:17]1[CH:22]=[CH:21][C:20]([C:12](=[O:13])[CH2:11][CH2:10][C:7]2[CH:8]=[CH:9][C:4]([N+:1]([O-:3])=[O:2])=[CH:5][CH:6]=2)=[CH:19][CH:18]=1. The yield is 0.813. (7) The reactants are [CH3:1][S:2](Cl)(=[O:4])=[O:3].[NH2:6][C:7]1[CH:12]=[CH:11][C:10]([N:13]2[C:22](=[O:23])[C:21]3[C:16](=[CH:17][CH:18]=[CH:19][CH:20]=3)[N:15]=[C:14]2[C:24]2[CH:29]=[C:28]([CH3:30])[C:27]([O:31][CH2:32][CH2:33][OH:34])=[C:26]([CH3:35])[CH:25]=2)=[CH:9][CH:8]=1. The catalyst is C(Cl)Cl. The product is [CH3:1][S:2]([O:34][CH2:33][CH2:32][O:31][C:27]1[C:26]([CH3:35])=[CH:25][C:24]([C:14]2[N:13]([C:10]3[CH:11]=[CH:12][C:7]([N:6]([S:2]([CH3:1])(=[O:4])=[O:3])[S:2]([CH3:1])(=[O:4])=[O:3])=[CH:8][CH:9]=3)[C:22](=[O:23])[C:21]3[C:16](=[CH:17][CH:18]=[CH:19][CH:20]=3)[N:15]=2)=[CH:29][C:28]=1[CH3:30])(=[O:4])=[O:3]. The yield is 0.770. (8) The reactants are [N+:1]([C:4]1[CH:12]=[CH:11][C:10]2[NH:9][C:8]3[CH2:13][CH2:14][N:15]([C:17]([O:19][C:20]([CH3:23])([CH3:22])[CH3:21])=[O:18])[CH2:16][C:7]=3[C:6]=2[CH:5]=1)([O-:3])=[O:2].CC([O-])(C)C.[K+].[CH2:30]([S:32](Cl)(=[O:34])=[O:33])[CH3:31]. The catalyst is CN(C=O)C. The product is [CH2:30]([S:32]([N:9]1[C:10]2[CH:11]=[CH:12][C:4]([N+:1]([O-:3])=[O:2])=[CH:5][C:6]=2[C:7]2[CH2:16][N:15]([C:17]([O:19][C:20]([CH3:23])([CH3:22])[CH3:21])=[O:18])[CH2:14][CH2:13][C:8]1=2)(=[O:34])=[O:33])[CH3:31]. The yield is 0.940.